Task: Predict the reaction yield, written as a fraction of the theoretical maximum amount of product (1.0 means a 100% yield; for example, 0.34 means a 34% yield).. Dataset: Reaction yield outcomes from USPTO patents with 853,638 reactions The yield is 0.260. The reactants are [NH2:1][CH2:2]/[C:3](/[CH3:29])=[CH:4]/[C:5]1[CH:26]=[C:25]([F:27])[C:8]([O:9][C:10]2[CH:15]=[CH:14][C:13]([S:16]([NH:19][CH2:20][CH2:21][N:22]([CH3:24])[CH3:23])(=[O:18])=[O:17])=[CH:12][CH:11]=2)=[C:7]([F:28])[CH:6]=1.Cl.[N:31]1([CH:36](N)[NH2:37])C=CC=N1. The product is [F:28][C:7]1[CH:6]=[C:5](/[CH:4]=[C:3](\[CH3:29])/[CH2:2][NH:1][C:36]([NH2:37])=[NH:31])[CH:26]=[C:25]([F:27])[C:8]=1[O:9][C:10]1[CH:15]=[CH:14][C:13]([S:16]([NH:19][CH2:20][CH2:21][N:22]([CH3:24])[CH3:23])(=[O:17])=[O:18])=[CH:12][CH:11]=1. The catalyst is C1COCC1.